Dataset: Forward reaction prediction with 1.9M reactions from USPTO patents (1976-2016). Task: Predict the product of the given reaction. Given the reactants CI.[NH2:3][C@@H:4]1[CH2:9][CH2:8][CH2:7][CH2:6][C@H:5]1[NH:10][C:11]([NH:13][C:14]1[CH:19]=[CH:18][CH:17]=[CH:16][C:15]=1[O:20][C:21]1[CH:26]=[CH:25][CH:24]=[CH:23][CH:22]=1)=S.[ClH:27], predict the reaction product. The product is: [ClH:27].[NH:10]1[C@@H:5]2[CH2:6][CH2:7][CH2:8][CH2:9][C@H:4]2[NH:3][C:11]1=[N:13][C:14]1[CH:19]=[CH:18][CH:17]=[CH:16][C:15]=1[O:20][C:21]1[CH:26]=[CH:25][CH:24]=[CH:23][CH:22]=1.